From a dataset of Full USPTO retrosynthesis dataset with 1.9M reactions from patents (1976-2016). Predict the reactants needed to synthesize the given product. (1) Given the product [CH2:41]([C:45]1[N:46]([CH2:54][C:55]2[CH:56]=[CH:57][C:58]([C:61]3[CH:66]=[CH:65][CH:64]=[CH:63][C:62]=3[C:67]3[NH:71][N:70]=[N:69][N:68]=3)=[CH:59][CH:60]=2)[C:47]([C:16]([NH:18][CH2:19][C:20]([O:22][C@H:23]2[CH2:27][O:26][C@@H:25]3[C@H:28]([O:31][N+:32]([O-:34])=[O:33])[CH2:29][O:30][C@H:24]23)=[O:21])=[O:17])=[C:48]([Cl:50])[N:49]=1)[CH2:42][CH2:43][CH3:44], predict the reactants needed to synthesize it. The reactants are: C1C2C(CO[C:16]([NH:18][CH2:19][C:20]([O:22][C@H:23]3[CH2:27][O:26][C@@H:25]4[C@H:28]([O:31][N+:32]([O-:34])=[O:33])[CH2:29][O:30][C@H:24]34)=[O:21])=[O:17])C3C(=CC=CC=3)C=2C=CC=1.N1CCCCC1.[CH2:41]([C:45]1[N:46]([CH2:54][C:55]2[CH:60]=[CH:59][C:58]([C:61]3[CH:66]=[CH:65][CH:64]=[CH:63][C:62]=3[C:67]3[NH:71][N:70]=[N:69][N:68]=3)=[CH:57][CH:56]=2)[C:47](C(O)=O)=[C:48]([Cl:50])[N:49]=1)[CH2:42][CH2:43][CH3:44].F[P-](F)(F)(F)(F)F.N1(O[P+](N2CCCC2)(N2CCCC2)N2CCCC2)C2C=CC=CC=2N=N1.C(N(CC)CC)C. (2) Given the product [F:27][C:28]1[CH:29]=[CH:30][C:31]([C:2]2[N:11]=[CH:10][C:9]3[N:8]([CH2:12][C:13]4[CH:18]=[CH:17][C:16]([S:19]([CH3:22])(=[O:21])=[O:20])=[CH:15][CH:14]=4)[CH2:7][CH:6]4[CH2:23][O:24][CH2:25][CH2:26][N:5]4[C:4]=3[N:3]=2)=[C:32]2[C:36]=1[NH:35][CH:34]=[CH:33]2, predict the reactants needed to synthesize it. The reactants are: Cl[C:2]1[N:11]=[CH:10][C:9]2[N:8]([CH2:12][C:13]3[CH:18]=[CH:17][C:16]([S:19]([CH3:22])(=[O:21])=[O:20])=[CH:15][CH:14]=3)[CH2:7][CH:6]3[CH2:23][O:24][CH2:25][CH2:26][N:5]3[C:4]=2[N:3]=1.[F:27][C:28]1[CH:29]=[CH:30][C:31](B2OC(C)(C)C(C)(C)O2)=[C:32]2[C:36]=1[NH:35][CH:34]=[CH:33]2. (3) The reactants are: Br[C:2]1[CH:7]=[CH:6][C:5]([N:8]2[C:12]([CH2:13][C@@H:14]3[CH2:18][CH2:17][N:16]([C:19]([CH:21]4[CH2:23][CH2:22]4)=[O:20])[CH2:15]3)=[N:11][NH:10][C:9]2=[O:24])=[C:4]([F:25])[CH:3]=1.B1(B2OC(C)(C)C(C)(C)O2)OC(C)(C)C(C)(C)O1.C([O-])(=O)C.[K+].O.C(O)(C(F)(F)F)=O.Br[C:58]1[CH:59]=[C:60]([CH:69]=[CH:70][CH:71]=1)[C:61]([C:63]1[CH:68]=[CH:67][CH:66]=[CH:65][CH:64]=1)=[O:62].C(=O)([O-])[O-].[K+].[K+]. Given the product [CH:21]1([C:19]([N:16]2[CH2:17][CH2:18][C@@H:14]([CH2:13][C:12]3[N:8]([C:5]4[CH:6]=[CH:7][C:2]([C:67]5[CH:66]=[CH:65][CH:64]=[C:63]([C:61]([C:60]6[CH:69]=[CH:70][CH:71]=[CH:58][CH:59]=6)=[O:62])[CH:68]=5)=[CH:3][C:4]=4[F:25])[C:9](=[O:24])[NH:10][N:11]=3)[CH2:15]2)=[O:20])[CH2:23][CH2:22]1, predict the reactants needed to synthesize it. (4) The reactants are: O[C:2]1([C:17]2[C:26]3[C:21](=[CH:22][CH:23]=[CH:24][CH:25]=3)[C:20](=[O:27])[NH:19][N:18]=2)[CH2:16][C:4]2([CH2:7][CH:6]([NH:8][C:9](=[O:15])[O:10][C:11]([CH3:14])([CH3:13])[CH3:12])[CH2:5]2)[CH2:3]1.COCCN(S(F)(F)[F:38])CCOC. Given the product [F:38][C:2]1([C:17]2[C:26]3[C:21](=[CH:22][CH:23]=[CH:24][CH:25]=3)[C:20](=[O:27])[NH:19][N:18]=2)[CH2:16][C:4]2([CH2:7][CH:6]([NH:8][C:9](=[O:15])[O:10][C:11]([CH3:14])([CH3:13])[CH3:12])[CH2:5]2)[CH2:3]1, predict the reactants needed to synthesize it.